This data is from Catalyst prediction with 721,799 reactions and 888 catalyst types from USPTO. The task is: Predict which catalyst facilitates the given reaction. (1) Reactant: F[C:2]1[CH:7]=[C:6]([I:8])[CH:5]=[CH:4][N:3]=1.[C-:9]#[N:10].[Na+]. Product: [C:9]([C:2]1[CH:7]=[C:6]([I:8])[CH:5]=[CH:4][N:3]=1)#[N:10]. The catalyst class is: 148. (2) Reactant: [C:1]1([C:25]2[CH:30]=[CH:29][CH:28]=[CH:27][CH:26]=2)[CH:6]=[CH:5][C:4]([CH2:7][C@@H:8]([NH:17]C(OC(C)(C)C)=O)[CH2:9][C@:10]([CH2:15][OH:16])([CH3:14])[C:11]([OH:13])=[O:12])=[CH:3][CH:2]=1.C1C=CC2N(O)N=NC=2C=1.CCN=C=NCCCN(C)C.[O:52]1[CH2:55][CH:54](O)[CH2:53]1.CN1CCOCC1.CC#N.Cl.O1CCOCC1. Product: [O:52]1[CH2:55][CH:54]([O:13][C:11](=[O:12])[C@@:10]([CH2:15][OH:16])([CH3:14])[CH2:9][C@H:8]([NH2:17])[CH2:7][C:4]2[CH:5]=[CH:6][C:1]([C:25]3[CH:30]=[CH:29][CH:28]=[CH:27][CH:26]=3)=[CH:2][CH:3]=2)[CH2:53]1. The catalyst class is: 2. (3) Reactant: [OH:1][N:2]1[C:6](=[O:7])[C:5]2=[CH:8][CH:9]=[CH:10][CH:11]=[C:4]2[C:3]1=[O:12].[Br:13][CH2:14][CH2:15][CH2:16][CH2:17][CH2:18][CH2:19]Br.C(N(CC)CC)C. Product: [Br:13][CH2:14][CH2:15][CH2:16][CH2:17][CH2:18][CH2:19][O:1][N:2]1[C:3](=[O:12])[CH:4]2[CH:5]([CH:8]=[CH:9][CH:10]=[CH:11]2)[C:6]1=[O:7]. The catalyst class is: 3.